Predict the reactants needed to synthesize the given product. From a dataset of Full USPTO retrosynthesis dataset with 1.9M reactions from patents (1976-2016). (1) Given the product [C:12]([O-:13])(=[O:14])[CH3:24].[NH4+:11].[Cl:30][C:28]1[CH:29]=[C:24]([C:22]#[C:21][C:19]2[CH:20]=[C:15]([C@@H:10]3[C@@H:9]([C:3]4[CH:4]=[C:5]([F:8])[CH:6]=[CH:7][C:2]=4[F:1])[O:13][C:12](=[O:14])[NH:11]3)[CH:16]=[N:17][CH:18]=2)[CH:25]=[C:26]([Cl:31])[CH:27]=1, predict the reactants needed to synthesize it. The reactants are: [F:1][C:2]1[CH:7]=[CH:6][C:5]([F:8])=[CH:4][C:3]=1[C@H:9]1[O:13][C:12](=[O:14])[NH:11][C@@H:10]1[C:15]1[CH:16]=[N:17][CH:18]=[C:19]([C:21]#[CH:22])[CH:20]=1.Br[C:24]1[CH:29]=[C:28]([Cl:30])[CH:27]=[C:26]([Cl:31])[CH:25]=1.C1(P(C2C=CC=CC=2)C2C=CC=CC=2)C=CC=CC=1. (2) Given the product [CH2:1]([O:8][C:9]1[CH:10]=[CH:11][C:12]([C@@H:20]([O:23][Si:24]([C:27]([CH3:30])([CH3:29])[CH3:28])([CH3:26])[CH3:25])[CH2:21][N:31]([CH2:32][CH2:33][CH2:34][CH2:35][CH2:36][OH:37])[C:43](=[O:44])[O:42][C:38]([CH3:41])([CH3:40])[CH3:39])=[C:13]2[C:18]=1[NH:17][C:16](=[O:19])[CH:15]=[CH:14]2)[C:2]1[CH:7]=[CH:6][CH:5]=[CH:4][CH:3]=1, predict the reactants needed to synthesize it. The reactants are: [CH2:1]([O:8][C:9]1[CH:10]=[CH:11][C:12]([C@@H:20]([O:23][Si:24]([C:27]([CH3:30])([CH3:29])[CH3:28])([CH3:26])[CH3:25])[CH2:21]Br)=[C:13]2[C:18]=1[NH:17][C:16](=[O:19])[CH:15]=[CH:14]2)[C:2]1[CH:7]=[CH:6][CH:5]=[CH:4][CH:3]=1.[NH2:31][CH2:32][CH2:33][CH2:34][CH2:35][CH2:36][OH:37].[C:38]([O:42][C:43](O[C:43]([O:42][C:38]([CH3:41])([CH3:40])[CH3:39])=[O:44])=[O:44])([CH3:41])([CH3:40])[CH3:39]. (3) Given the product [OH:57][CH:50]([C:51]1[CH:52]=[CH:53][CH:54]=[CH:55][CH:56]=1)[CH2:49][CH2:48][CH:45]1[C:46](=[O:47])[N:43]([C:40]2[CH:39]=[CH:38][C:37]([NH:36][C:35](=[O:66])[CH2:34][CH2:33][CH2:32][CH2:31][NH:30][C:29](=[O:67])[CH:18]([NH2:17])[CH2:19][C:20]3[CH:25]=[CH:24][C:23]([N:26]=[N+:27]=[N-:28])=[CH:22][CH:21]=3)=[CH:42][CH:41]=2)[CH:44]1[C:58]1[CH:59]=[CH:60][C:61]([O:64][CH3:65])=[CH:62][CH:63]=1, predict the reactants needed to synthesize it. The reactants are: C1C2C(COC(=O)[NH:17][CH:18]([C:29](=[O:67])[NH:30][CH2:31][CH2:32][CH2:33][CH2:34][C:35](=[O:66])[NH:36][C:37]3[CH:42]=[CH:41][C:40]([N:43]4[C:46](=[O:47])[CH:45]([CH2:48][CH2:49][CH:50]([OH:57])[C:51]5[CH:56]=[CH:55][CH:54]=[CH:53][CH:52]=5)[CH:44]4[C:58]4[CH:63]=[CH:62][C:61]([O:64][CH3:65])=[CH:60][CH:59]=4)=[CH:39][CH:38]=3)[CH2:19][C:20]3[CH:25]=[CH:24][C:23]([N:26]=[N+:27]=[N-:28])=[CH:22][CH:21]=3)C3C(=CC=CC=3)C=2C=CC=1.C(NCC)C.OC(C1C=CC=CC=1)CCC1C(=O)N(C2C=CC(NC(=O)CCCCN)=CC=2)C1C1C=CC(OC)=CC=1. (4) Given the product [C:1]([O:5][C:6](=[O:22])[NH:7][C:8]1[CH:13]=[C:12]([N:14]([CH3:16])[CH3:15])[C:11]([C:17]([F:20])([F:19])[F:18])=[CH:10][C:9]=1[NH:21][C:28](=[O:27])[CH2:29][C:30]([C:32]1[CH:37]=[CH:36][CH:35]=[C:34]([C:38]2[N:39]([CH3:43])[N:40]=[CH:41][CH:42]=2)[CH:33]=1)=[O:31])([CH3:4])([CH3:2])[CH3:3], predict the reactants needed to synthesize it. The reactants are: [C:1]([O:5][C:6](=[O:22])[NH:7][C:8]1[CH:13]=[C:12]([N:14]([CH3:16])[CH3:15])[C:11]([C:17]([F:20])([F:19])[F:18])=[CH:10][C:9]=1[NH2:21])([CH3:4])([CH3:3])[CH3:2].C([O:27][C:28](=O)[CH2:29][C:30]([C:32]1[CH:37]=[CH:36][CH:35]=[C:34]([C:38]2[N:39]([CH3:43])[N:40]=[CH:41][CH:42]=2)[CH:33]=1)=[O:31])(C)(C)C. (5) Given the product [CH2:1]([O:8][C:9]1[C:14]([CH2:15][N:16]2[CH2:25][CH2:24][C:23]3[C:18](=[C:19]([Cl:28])[C:20]([CH2:44][C:43]([O:45][CH3:46])=[O:42])=[CH:21][C:22]=3[Cl:26])[C:17]2=[O:29])=[C:13]([O:30][CH:31]([F:33])[F:32])[CH:12]=[C:11]([CH3:34])[N:10]=1)[C:2]1[CH:7]=[CH:6][CH:5]=[CH:4][CH:3]=1, predict the reactants needed to synthesize it. The reactants are: [CH2:1]([O:8][C:9]1[C:14]([CH2:15][N:16]2[CH2:25][CH2:24][C:23]3[C:18](=[C:19]([Cl:28])[C:20](Br)=[CH:21][C:22]=3[Cl:26])[C:17]2=[O:29])=[C:13]([O:30][CH:31]([F:33])[F:32])[CH:12]=[C:11]([CH3:34])[N:10]=1)[C:2]1[CH:7]=[CH:6][CH:5]=[CH:4][CH:3]=1.[Si]([O:42][C:43]([O:45][CH3:46])=[CH2:44])(C(C)(C)C)(C)C.[F-].[Li+]. (6) Given the product [O:15]1[CH2:20][CH2:19][O:18][C:17]2[CH:21]=[C:22]([C:25]3[NH:14][C:13]4[N:12]([N:11]=[CH:10][C:9]=4[C:5]4[CH:6]=[CH:7][CH:8]=[C:3]([O:2][CH3:1])[CH:4]=4)[C:27](=[O:28])[CH:26]=3)[CH:23]=[CH:24][C:16]1=2, predict the reactants needed to synthesize it. The reactants are: [CH3:1][O:2][C:3]1[CH:4]=[C:5]([C:9]2[CH:10]=[N:11][NH:12][C:13]=2[NH2:14])[CH:6]=[CH:7][CH:8]=1.[O:15]1[CH2:20][CH2:19][O:18][C:17]2[CH:21]=[C:22]([C:25](=O)[CH2:26][C:27](OCC)=[O:28])[CH:23]=[CH:24][C:16]1=2. (7) Given the product [N:3]1[S:17](=[O:19])(=[O:18])[CH2:16][CH2:15][N:9]2[CH:8]=[CH:7][N:6]=[C:5]([C:10]([O:12][CH3:13])=[O:11])[C:4]=12, predict the reactants needed to synthesize it. The reactants are: [H-].[Na+].[NH2:3][C:4]1[C:5]([C:10]([O:12][CH3:13])=[O:11])=[N:6][CH:7]=[CH:8][N:9]=1.Cl[CH2:15][CH2:16][S:17](Cl)(=[O:19])=[O:18].C(=O)([O-])O.[Na+].